This data is from Full USPTO retrosynthesis dataset with 1.9M reactions from patents (1976-2016). The task is: Predict the reactants needed to synthesize the given product. (1) Given the product [CH3:22][O:1][C:2]1[C:3](=[O:21])[N:4]([CH2:12][C:13]2[CH:14]=[CH:15][C:16]([O:19][CH3:20])=[CH:17][CH:18]=2)[CH2:5][CH2:6][C:7]=1[C:8](=[O:11])[CH2:9][CH3:10], predict the reactants needed to synthesize it. The reactants are: [OH:1][C:2]1[C:3](=[O:21])[N:4]([CH2:12][C:13]2[CH:18]=[CH:17][C:16]([O:19][CH3:20])=[CH:15][CH:14]=2)[CH2:5][CH2:6][C:7]=1[C:8](=[O:11])[CH2:9][CH3:10].[C:22](=O)([O-])[O-].[Cs+].[Cs+].S(OC)(OC)(=O)=O. (2) Given the product [CH:39]([NH:42][C:4](=[O:38])[C:5]1[CH:10]=[C:9]([C:11]2[CH:12]=[C:13]3[C:19]([C:20]4[CH:25]=[CH:24][CH:23]=[CH:22][C:21]=4[O:26][CH3:27])=[CH:18][NH:17][C:14]3=[N:15][CH:16]=2)[CH:8]=[N:7][CH:6]=1)([CH3:41])[CH3:40], predict the reactants needed to synthesize it. The reactants are: C(O[C:4](=[O:38])[C:5]1[CH:10]=[C:9]([C:11]2[CH:12]=[C:13]3[C:19]([C:20]4[CH:25]=[CH:24][CH:23]=[CH:22][C:21]=4[O:26][CH3:27])=[CH:18][N:17](S(C4C=CC(C)=CC=4)(=O)=O)[C:14]3=[N:15][CH:16]=2)[CH:8]=[N:7][CH:6]=1)C.[CH:39]([NH2:42])([CH3:41])[CH3:40]. (3) Given the product [Cl:9][C:3]1[C:4]([Cl:8])=[CH:5][CH:6]=[CH:7][C:2]=1[N:10]1[CH2:16][CH2:15][CH2:14][NH:13][CH2:12][CH2:11]1, predict the reactants needed to synthesize it. The reactants are: Br[C:2]1[CH:7]=[CH:6][CH:5]=[C:4]([Cl:8])[C:3]=1[Cl:9].[NH:10]1[CH2:16][CH2:15][CH2:14][NH:13][CH2:12][CH2:11]1.